From a dataset of Catalyst prediction with 721,799 reactions and 888 catalyst types from USPTO. Predict which catalyst facilitates the given reaction. (1) Reactant: [C:1]([N:8]1[CH2:14][CH2:13][CH2:12][NH:11][CH2:10][CH2:9]1)([O:3][C:4]([CH3:7])([CH3:6])[CH3:5])=[O:2].[CH3:15][C:16]([CH3:18])=O.[BH-](OC(C)=O)(OC(C)=O)OC(C)=O.[Na+]. Product: [C:4]([O:3][C:1]([N:8]1[CH2:14][CH2:13][CH2:12][N:11]([CH:16]([CH3:18])[CH3:15])[CH2:10][CH2:9]1)=[O:2])([CH3:7])([CH3:6])[CH3:5]. The catalyst class is: 26. (2) Product: [F:1][C:2]([F:14])([F:13])[C:3]1[C:5]2[C:10](=[O:11])[CH2:9][CH2:8][CH2:7][C:6]=2[NH:17][N:16]=1. Reactant: [F:1][C:2]([F:14])([F:13])[C:3]([CH:5]1[C:10](=[O:11])[CH2:9][CH2:8][CH2:7][C:6]1=O)=O.O.[NH2:16][NH2:17]. The catalyst class is: 8. (3) Reactant: C(C1ON=C(N)C=1)(C)C.[CH:10]1([C:15]2([CH2:20][C:21](=[N:23][OH:24])[NH2:22])OCCO2)[CH2:14][CH2:13][CH2:12][CH2:11]1.Cl. Product: [CH:10]1([C:15]2[O:24][N:23]=[C:21]([NH2:22])[CH:20]=2)[CH2:11][CH2:12][CH2:13][CH2:14]1. The catalyst class is: 8. (4) Reactant: [F:1][C:2]([F:23])([F:22])[C@@H:3]([OH:21])[CH2:4][N:5]1[CH2:10][CH2:9][O:8][CH:7]([C:11]2[CH:16]=[CH:15][C:14]([C:17]([F:20])([F:19])[F:18])=[CH:13][CH:12]=2)[CH2:6]1.[Cl:24][C:25]1[CH:30]=[CH:29][C:28]([N:31]=[C:32]=[O:33])=[CH:27][CH:26]=1.Cl. Product: [ClH:24].[F:23][C:2]([F:1])([F:22])[C@@H:3]([O:21][C:32](=[O:33])[NH:31][C:28]1[CH:29]=[CH:30][C:25]([Cl:24])=[CH:26][CH:27]=1)[CH2:4][N:5]1[CH2:10][CH2:9][O:8][C@@H:7]([C:11]2[CH:12]=[CH:13][C:14]([C:17]([F:18])([F:19])[F:20])=[CH:15][CH:16]=2)[CH2:6]1. The catalyst class is: 10. (5) Reactant: C([O:8][C:9]1[CH:10]=[CH:11][C:12]2[C:13]3[N:22]([CH2:23][CH2:24][CH3:25])[C:21]([CH2:26][O:27][CH2:28][CH3:29])=[N:20][C:14]=3[C:15]([NH2:19])=[N:16][C:17]=2[CH:18]=1)C1C=CC=CC=1. Product: [NH2:19][C:15]1[C:14]2[N:20]=[C:21]([CH2:26][O:27][CH2:28][CH3:29])[N:22]([CH2:23][CH2:24][CH3:25])[C:13]=2[C:12]2[CH:11]=[CH:10][C:9]([OH:8])=[CH:18][C:17]=2[N:16]=1. The catalyst class is: 63. (6) Reactant: [C:1]([C@H:5]1[CH2:10][CH2:9][C@H:8]([NH:11][C:12]2[N:21]=[CH:20][C:19]3[C:14](=[CH:15][CH:16]=[C:17]([C:22]([N:24]4[CH:29]5[CH2:30][CH2:31][CH2:32][CH:25]4[CH2:26][CH:27]([C:33]([O:35]C)=[O:34])[CH2:28]5)=[O:23])[CH:18]=3)[N:13]=2)[CH2:7][CH2:6]1)([CH3:4])([CH3:3])[CH3:2].[OH-].[Na+]. Product: [C:1]([C@H:5]1[CH2:10][CH2:9][C@H:8]([NH:11][C:12]2[N:21]=[CH:20][C:19]3[C:14](=[CH:15][CH:16]=[C:17]([C:22]([N:24]4[CH:25]5[CH2:32][CH2:31][CH2:30][CH:29]4[CH2:28][CH:27]([C:33]([OH:35])=[O:34])[CH2:26]5)=[O:23])[CH:18]=3)[N:13]=2)[CH2:7][CH2:6]1)([CH3:4])([CH3:2])[CH3:3]. The catalyst class is: 20. (7) Reactant: [NH:1]1[C:9]2[C:4](=[CH:5][CH:6]=[C:7]([C:10]([OH:12])=O)[CH:8]=2)[CH:3]=[CH:2]1.[C:13](C1NC=CN=1)([C:15]1N[CH:17]=[CH:18][N:19]=1)=[O:14].N1CCOCC1. Product: [NH:1]1[C:9]2[C:4](=[CH:5][CH:6]=[C:7]([C:10]([N:19]3[CH2:15][CH2:13][O:14][CH2:17][CH2:18]3)=[O:12])[CH:8]=2)[CH:3]=[CH:2]1. The catalyst class is: 2.